Dataset: Reaction yield outcomes from USPTO patents with 853,638 reactions. Task: Predict the reaction yield, written as a fraction of the theoretical maximum amount of product (1.0 means a 100% yield; for example, 0.34 means a 34% yield). (1) The reactants are [N:1]1[C:9]2[C:4](=[N:5][CH:6]=[C:7]([NH2:10])[CH:8]=2)[NH:3][CH:2]=1.[F:11][C:12]1[C:20]([NH:21][S:22]([CH2:25][CH2:26][CH3:27])(=[O:24])=[O:23])=[CH:19][CH:18]=[C:17]([F:28])[C:13]=1[C:14](O)=[O:15].CCN=C=NCCCN(C)C.ON1C2C=CC=CC=2N=N1.O. The catalyst is CN(C=O)C.[Cl-].[Na+].O. The product is [F:11][C:12]1[C:20]([NH:21][S:22]([CH2:25][CH2:26][CH3:27])(=[O:23])=[O:24])=[CH:19][CH:18]=[C:17]([F:28])[C:13]=1[C:14]([NH:10][C:7]1[CH:8]=[C:9]2[N:1]=[CH:2][NH:3][C:4]2=[N:5][CH:6]=1)=[O:15]. The yield is 0.0900. (2) The reactants are CCN(C(C)C)C(C)C.[CH:10]1([C:15]2[C:20]([C:21]([O:23][CH3:24])=[O:22])=[CH:19][N:18]=[C:17](S(C)(=O)=O)[N:16]=2)[CH2:14][CH2:13][CH2:12][CH2:11]1.Cl.[O:30]1[CH2:34][CH2:33][C@H:32]([NH2:35])[CH2:31]1. The catalyst is C1COCC1. The product is [CH:10]1([C:15]2[C:20]([C:21]([O:23][CH3:24])=[O:22])=[CH:19][N:18]=[C:17]([NH:35][C@H:32]3[CH2:33][CH2:34][O:30][CH2:31]3)[N:16]=2)[CH2:14][CH2:13][CH2:12][CH2:11]1. The yield is 0.620. (3) The reactants are N(C(OCC)=O)=NC(OCC)=O.[O:13]1[CH2:18][CH2:17][N:16]([CH2:19]/[CH:20]=[CH:21]/[CH2:22][OH:23])[CH2:15][CH2:14]1.[Cl:24][C:25]1[CH:44]=[CH:43][C:28]([NH:29][C:30]2[C:39]3[C:34](=[CH:35][C:36](O)=[C:37]([O:40][CH3:41])[CH:38]=3)[N:33]=[CH:32][N:31]=2)=[C:27]([F:45])[CH:26]=1.C1(P(C2C=CC=CC=2)C2C=CC=CC=2)C=CC=CC=1.CCOCC.O1CCN(C/C=C/CO)CC1. The catalyst is C(Cl)Cl. The product is [ClH:24].[Cl:24][C:25]1[CH:44]=[CH:43][C:28]([NH:29][C:30]2[C:39]3[C:34](=[CH:35][C:36]([O:23][CH2:22]/[CH:21]=[CH:20]/[CH2:19][N:16]4[CH2:17][CH2:18][O:13][CH2:14][CH2:15]4)=[C:37]([O:40][CH3:41])[CH:38]=3)[N:33]=[CH:32][N:31]=2)=[C:27]([F:45])[CH:26]=1. The yield is 0.450.